Predict which catalyst facilitates the given reaction. From a dataset of Catalyst prediction with 721,799 reactions and 888 catalyst types from USPTO. (1) The catalyst class is: 11. Product: [CH3:9][C:6]1[CH:7]=[CH:8][C:3]([C:21]2[CH:26]=[CH:25][C:24]([CH3:27])=[CH:23][CH:22]=2)=[C:4]([N+:10]([O-:12])=[O:11])[CH:5]=1. Reactant: [Al].I[C:3]1[CH:8]=[CH:7][C:6]([CH3:9])=[CH:5][C:4]=1[N+:10]([O-:12])=[O:11].CC1(C)C(C)(C)OB([C:21]2[CH:26]=[CH:25][C:24]([CH3:27])=[CH:23][CH:22]=2)O1.C(=O)([O-])[O-].[K+].[K+]. (2) Reactant: [CH:1]([NH:4][C:5]1[C:10]2[C:11]([C:23]3[CH:28]=[C:27]([C:29]4[CH:33]=[CH:32][N:31]([CH3:34])[N:30]=4)[CH:26]=[CH:25][N:24]=3)=[N:12][N:13](CC3C=CC(OC)=CC=3)[C:9]=2[CH:8]=[CH:7][N:6]=1)([CH3:3])[CH3:2].N1C=CC(C2C=CN=C(C3C4C(NC(C)C)=NC=CC=4N(CC4C=CC(OC)=CC=4)N=3)C=2)=N1.[H-].[Na+].IC1(C)CCC(C(C)C)CC1. Product: [CH:1]([NH:4][C:5]1[C:10]2[C:11]([C:23]3[CH:28]=[C:27]([C:29]4[CH:33]=[CH:32][N:31]([CH3:34])[N:30]=4)[CH:26]=[CH:25][N:24]=3)=[N:12][NH:13][C:9]=2[CH:8]=[CH:7][N:6]=1)([CH3:3])[CH3:2]. The catalyst class is: 18. (3) Reactant: [C@H:1]1([C:7]([OH:9])=[O:8])[CH2:6][CH2:5][CH:4]=[CH:3][CH2:2]1.[Br:10]N1C(C)(C)C(=O)N(Br)C1=O.[O-2].[Ca+2].O. Product: [Br:10][C@@H:4]1[C@@H:5]2[CH2:6][C@@H:1]([C:7](=[O:9])[O:8]2)[CH2:2][CH2:3]1. The catalyst class is: 11. (4) Reactant: [CH3:1][CH:2]1[C:10]2[CH:9]=[CH:8][CH:7]=[C:6]([NH2:11])[C:5]=2[CH2:4][C:3]21[CH2:15][CH2:14][CH2:13][CH2:12]2.C(N(CC)CC)C.[Cl:23][C:24]1[N:28]([CH3:29])[N:27]=[C:26]([CH:30]([F:32])[F:31])[C:25]=1[C:33](Cl)=[O:34]. Product: [Cl:23][C:24]1[N:28]([CH3:29])[N:27]=[C:26]([CH:30]([F:31])[F:32])[C:25]=1[C:33]([NH:11][C:6]1[CH:7]=[CH:8][CH:9]=[C:10]2[C:5]=1[CH2:4][C:3]1([CH2:12][CH2:13][CH2:14][CH2:15]1)[CH:2]2[CH3:1])=[O:34]. The catalyst class is: 64. (5) Reactant: [N+:1]([C:4]1[O:8][C:7]([C:9]([N:11]2[CH2:16][CH2:15][NH:14][CH2:13][CH2:12]2)=[O:10])=[CH:6][CH:5]=1)([O-:3])=[O:2].[CH3:17][O:18][C:19]1[CH:26]=[C:25]([O:27][CH3:28])[CH:24]=[CH:23][C:20]=1[CH:21]=O.CC(O)=O. Product: [CH3:17][O:18][C:19]1[CH:26]=[C:25]([O:27][CH3:28])[CH:24]=[CH:23][C:20]=1[CH2:21][N:14]1[CH2:15][CH2:16][N:11]([C:9]([C:7]2[O:8][C:4]([N+:1]([O-:3])=[O:2])=[CH:5][CH:6]=2)=[O:10])[CH2:12][CH2:13]1. The catalyst class is: 1. (6) Product: [F:9][C:10]1[CH:11]=[C:12]([C:2]2[S:3][C:4]([CH:7]=[O:8])=[CH:5][N:6]=2)[CH:13]=[CH:14][CH:15]=1. Reactant: Br[C:2]1[S:3][C:4]([CH:7]=[O:8])=[CH:5][N:6]=1.[F:9][C:10]1[CH:15]=[CH:14][C:13](B(O)O)=[CH:12][CH:11]=1.C([O-])([O-])=O.[Na+].[Na+]. The catalyst class is: 335. (7) Reactant: [NH:1]1[CH2:13][CH2:12][CH2:11][CH:3]([C:4]([O:6][C:7]([CH3:10])([CH3:9])[CH3:8])=[O:5])[CH2:2]1.F[C:15]1[CH:20]=[CH:19][CH:18]=[CH:17][C:16]=1[N+:21]([O-:23])=[O:22].[F-].[Cs+]. Product: [N+:21]([C:16]1[CH:17]=[CH:18][CH:19]=[CH:20][C:15]=1[N:1]1[CH2:13][CH2:12][CH2:11][CH:3]([C:4]([O:6][C:7]([CH3:9])([CH3:10])[CH3:8])=[O:5])[CH2:2]1)([O-:23])=[O:22]. The catalyst class is: 133.